From a dataset of Full USPTO retrosynthesis dataset with 1.9M reactions from patents (1976-2016). Predict the reactants needed to synthesize the given product. (1) Given the product [CH3:1][O:2][C:3]1[CH:4]=[C:5]([NH:6][C:17]2[N:21]=[C:20]([N:22]3[CH2:25][CH:24]([C:26]4[CH:27]=[CH:28][CH:29]=[CH:30][CH:31]=4)[CH2:23]3)[N:19]([CH3:32])[N:18]=2)[CH:7]=[CH:8][C:9]=1[N:10]1[CH:14]=[C:13]([CH3:15])[N:12]=[CH:11]1, predict the reactants needed to synthesize it. The reactants are: [CH3:1][O:2][C:3]1[CH:4]=[C:5]([CH:7]=[CH:8][C:9]=1[N:10]1[CH:14]=[C:13]([CH3:15])[N:12]=[CH:11]1)[NH2:6].Br[C:17]1[N:21]=[C:20]([N:22]2[CH2:25][CH:24]([C:26]3[CH:31]=[CH:30][CH:29]=[CH:28][CH:27]=3)[CH2:23]2)[N:19]([CH3:32])[N:18]=1.CC1(C)C2C=CC=C(P(C3C=CC=CC=3)C3C=CC=CC=3)C=2OC2C1=CC=CC=2P(C1C=CC=CC=1)C1C=CC=CC=1.C(=O)([O-])[O-].[Cs+].[Cs+]. (2) The reactants are: CN(C)/[CH:3]=[CH:4]/[C:5]([C:7]1[CH:29]=[CH:28][C:10]2[C:11]3[N:12]([CH:16]=[C:17]([C:19]4[N:23]([CH:24]([CH3:26])[CH3:25])[N:22]=[C:21]([CH3:27])[N:20]=4)[N:18]=3)[CH2:13][CH2:14][O:15][C:9]=2[CH:8]=1)=O.FC(F)(F)C(O)=O.[CH2:38]([N:45]1[CH2:50][CH2:49][CH2:48][CH:47]([NH:51][NH2:52])[CH2:46]1)[C:39]1[CH:44]=[CH:43][CH:42]=[CH:41][CH:40]=1.C(N(CC)C(C)C)(C)C.C(O)C. Given the product [CH2:38]([N:45]1[CH2:50][CH2:49][CH2:48][CH:47]([N:51]2[C:5]([C:7]3[CH:29]=[CH:28][C:10]4[C:11]5[N:12]([CH:16]=[C:17]([C:19]6[N:23]([CH:24]([CH3:25])[CH3:26])[N:22]=[C:21]([CH3:27])[N:20]=6)[N:18]=5)[CH2:13][CH2:14][O:15][C:9]=4[CH:8]=3)=[CH:4][CH:3]=[N:52]2)[CH2:46]1)[C:39]1[CH:40]=[CH:41][CH:42]=[CH:43][CH:44]=1, predict the reactants needed to synthesize it. (3) The reactants are: [CH2:1]([Mg]Cl)[CH3:2].[C:5]([Si:9]([CH3:30])([CH3:29])[O:10][CH:11]1[CH2:16][CH2:15][C:14]([CH:21]=[N:22][S:23]([C:25]([CH3:28])([CH3:27])[CH3:26])=[O:24])([C:17]([F:20])([F:19])[F:18])[CH2:13][CH2:12]1)([CH3:8])([CH3:7])[CH3:6].[O-]S([O-])(=O)=O.[Na+].[Na+]. Given the product [C:5]([Si:9]([CH3:30])([CH3:29])[O:10][CH:11]1[CH2:12][CH2:13][C:14]([CH:21]([NH:22][S:23]([C:25]([CH3:28])([CH3:27])[CH3:26])=[O:24])[CH2:1][CH3:2])([C:17]([F:19])([F:20])[F:18])[CH2:15][CH2:16]1)([CH3:8])([CH3:7])[CH3:6], predict the reactants needed to synthesize it. (4) Given the product [OH:28][C:6]1[CH:7]=[C:8]2[C:13](=[CH:14][C:5]=1[CH2:1][CH:2]([CH3:4])[CH3:3])[N:12]1[C:15]([C:23]3[CH:27]=[CH:26][S:25][CH:24]=3)=[N:16][C:17]([C:18]([OH:20])=[O:19])=[C:11]1[CH2:10][CH2:9]2, predict the reactants needed to synthesize it. The reactants are: [CH2:1]([C:5]1[CH:14]=[C:13]2[C:8]([CH2:9][CH2:10][C:11]3[N:12]2[C:15]([C:23]2[CH:27]=[CH:26][S:25][CH:24]=2)=[N:16][C:17]=3[C:18]([O:20]CC)=[O:19])=[CH:7][C:6]=1[O:28]C)[CH:2]([CH3:4])[CH3:3].B(Br)(Br)Br.CCO.O.